Dataset: Catalyst prediction with 721,799 reactions and 888 catalyst types from USPTO. Task: Predict which catalyst facilitates the given reaction. (1) The catalyst class is: 4. Product: [CH3:1][N:2]1[CH2:33][CH2:32][C:5]2[N:6]([CH2:14][CH2:15][NH:16][C:17]([CH:19]3[CH2:24][CH2:23][CH2:22][NH:21][CH2:20]3)=[O:18])[C:7]3[CH:8]=[CH:9][C:10]([CH3:13])=[CH:11][C:12]=3[C:4]=2[CH2:3]1. Reactant: [CH3:1][N:2]1[CH2:33][CH2:32][C:5]2[N:6]([CH2:14][CH2:15][NH:16][C:17]([CH:19]3[CH2:24][CH2:23][CH2:22][N:21](C(OC(C)(C)C)=O)[CH2:20]3)=[O:18])[C:7]3[CH:8]=[CH:9][C:10]([CH3:13])=[CH:11][C:12]=3[C:4]=2[CH2:3]1.FC(F)(F)C(O)=O. (2) Reactant: [C:1]([O:5][C:6]([N:8]1[CH2:14][CH2:13][C:12]2[C:15]([CH2:20][SH:21])=[C:16]([Cl:19])[CH:17]=[CH:18][C:11]=2[CH2:10][CH2:9]1)=[O:7])([CH3:4])([CH3:3])[CH3:2].Br[C:23]1[S:27][C:26]([NH:28][CH2:29][CH:30]2[CH2:32][CH2:31]2)=[N:25][CH:24]=1.C(=O)([O-])[O-].[Cs+].[Cs+]. Product: [C:1]([O:5][C:6]([N:8]1[CH2:14][CH2:13][C:12]2[C:15]([CH2:20][S:21][C:23]3[S:27][C:26]([NH:28][CH2:29][CH:30]4[CH2:32][CH2:31]4)=[N:25][CH:24]=3)=[C:16]([Cl:19])[CH:17]=[CH:18][C:11]=2[CH2:10][CH2:9]1)=[O:7])([CH3:4])([CH3:2])[CH3:3]. The catalyst class is: 3. (3) Reactant: [CH:1]1([NH:4][C:5](=[O:23])[C:6]2[CH:11]=[C:10]([F:12])[C:9]([CH3:13])=[C:8](B3OC(C)(C)C(C)(C)O3)[CH:7]=2)[CH2:3][CH2:2]1.Cl[C:25]1[CH:34]=[CH:33][C:28]([C:29]([O:31]C)=[O:30])=[CH:27][N:26]=1.C(=O)([O-])O.[Na+]. Product: [CH:1]1([NH:4][C:5]([C:6]2[CH:11]=[C:10]([F:12])[C:9]([CH3:13])=[C:8]([C:25]3[CH:34]=[CH:33][C:28]([C:29]([OH:31])=[O:30])=[CH:27][N:26]=3)[CH:7]=2)=[O:23])[CH2:2][CH2:3]1. The catalyst class is: 41.